Dataset: Catalyst prediction with 721,799 reactions and 888 catalyst types from USPTO. Task: Predict which catalyst facilitates the given reaction. (1) Reactant: [F:1][C:2]1[CH:9]=[CH:8][C:7]([I:10])=[CH:6][C:3]=1[CH:4]=[O:5].[BH4-].[Na+].O. Product: [F:1][C:2]1[CH:9]=[CH:8][C:7]([I:10])=[CH:6][C:3]=1[CH2:4][OH:5]. The catalyst class is: 32. (2) Reactant: [C:1]([CH:4]([CH2:9][C:10]([O:12][CH3:13])=[O:11])[C:5]([O:7]C)=O)(=O)[CH3:2].[NH:14]1[C:22]2[C:17](=[CH:18][CH:19]=[CH:20][CH:21]=2)[C:16]([NH2:23])=[N:15]1. Product: [OH:7][C:5]1[N:15]2[N:14]=[C:22]3[C:17]([CH:18]=[CH:19][CH:20]=[CH:21]3)=[C:16]2[N:23]=[C:1]([CH3:2])[C:4]=1[CH2:9][C:10]([O:12][CH3:13])=[O:11]. The catalyst class is: 11. (3) Reactant: [H-].[Na+].[Br:3][C:4]1[C:13]2[C:8](=[CH:9][CH:10]=[CH:11][CH:12]=2)[CH:7]=[CH:6][C:5]=1[OH:14].[CH3:15][O:16][CH2:17]Br.O. Product: [Br:3][C:4]1[C:13]2[C:8](=[CH:9][CH:10]=[CH:11][CH:12]=2)[CH:7]=[CH:6][C:5]=1[O:14][CH2:15][O:16][CH3:17]. The catalyst class is: 3. (4) Reactant: Br[C:2]1[C:10]2[C:9]([NH:11][C@H:12]([C:14]3[N:19]([C:20]4[CH:25]=[CH:24][CH:23]=[CH:22][CH:21]=4)[C:18](=[O:26])[C:17]4=[C:27]([CH3:30])[CH:28]=[CH:29][N:16]4[N:15]=3)[CH3:13])=[N:8][CH:7]=[N:6][C:5]=2[N:4]([CH2:31][O:32][CH2:33][CH2:34][Si:35]([CH3:38])([CH3:37])[CH3:36])[CH:3]=1.[Cl:39][C:40]1[CH:45]=[CH:44][CH:43]=[C:42](B2OC(C)(C)C(C)(C)O2)[C:41]=1[OH:55].C(=O)([O-])[O-].[Na+].[Na+]. Product: [Cl:39][C:40]1[C:41]([OH:55])=[C:42]([C:2]2[C:10]3[C:9]([NH:11][C@H:12]([C:14]4[N:19]([C:20]5[CH:25]=[CH:24][CH:23]=[CH:22][CH:21]=5)[C:18](=[O:26])[C:17]5=[C:27]([CH3:30])[CH:28]=[CH:29][N:16]5[N:15]=4)[CH3:13])=[N:8][CH:7]=[N:6][C:5]=3[N:4]([CH2:31][O:32][CH2:33][CH2:34][Si:35]([CH3:38])([CH3:37])[CH3:36])[CH:3]=2)[CH:43]=[CH:44][CH:45]=1. The catalyst class is: 149. (5) Product: [Cl:1][C:2]1[N:7]=[C:6]([CH3:10])[C:5]([CH3:9])=[CH:4][N:3]=1. Reactant: [Cl:1][C:2]1[N:7]=[C:6](Cl)[C:5]([CH3:9])=[CH:4][N:3]=1.[CH3:10][Al](C)C. The catalyst class is: 176. (6) Reactant: [NH2:1][CH2:2][C:3]1[CH:4]=[C:5]([C:9]2[N:10]([CH3:21])[C:11]3[C:16]([C:17]=2[C:18]#[N:19])=[CH:15][CH:14]=[C:13]([Cl:20])[CH:12]=3)[CH:6]=[N:7][CH:8]=1.C(N(N[S:28](Cl)(=[O:30])=[O:29])CC)C.[CH2:32]([N:34](CC)[CH2:35][CH3:36])[CH3:33]. Product: [NH4+:1].[OH-:29].[CH2:32]([N:34]([CH2:35][CH3:36])[S:28]([NH:1][CH2:2][C:3]1[CH:8]=[N:7][CH:6]=[C:5]([C:9]2[N:10]([CH3:21])[C:11]3[C:16]([C:17]=2[C:18]#[N:19])=[CH:15][CH:14]=[C:13]([Cl:20])[CH:12]=3)[CH:4]=1)(=[O:30])=[O:29])[CH3:33]. The catalyst class is: 4.